Dataset: Forward reaction prediction with 1.9M reactions from USPTO patents (1976-2016). Task: Predict the product of the given reaction. (1) Given the reactants [CH:1]([NH:4][C:5]1[CH:11]=[CH:10][C:9]([C:12]2[O:13][C:14]3[CH:20]=[CH:19][CH:18]=[CH:17][C:15]=3[N:16]=2)=[CH:8][C:6]=1[NH2:7])([CH3:3])[CH3:2].Cl.[C:22](=N)(OC)[CH3:23].C(=O)([O-])O.[Na+], predict the reaction product. The product is: [O:13]1[C:14]2[CH:20]=[CH:19][CH:18]=[CH:17][C:15]=2[N:16]=[C:12]1[C:9]1[CH:10]=[CH:11][C:5]2[N:4]([CH:1]([CH3:3])[CH3:2])[C:22]([CH3:23])=[N:7][C:6]=2[CH:8]=1. (2) Given the reactants [Cl:1][C:2]1[C:11]([CH:12]=O)=[CH:10][C:9]2[C:4](=[CH:5][CH:6]=[C:7]([Cl:14])[CH:8]=2)[N:3]=1.[CH3:15][C:16]([S@:19]([NH2:21])=[O:20])([CH3:18])[CH3:17], predict the reaction product. The product is: [Cl:1][C:2]1[C:11]([CH:12]=[N:21][S@@:19]([C:16]([CH3:18])([CH3:17])[CH3:15])=[O:20])=[CH:10][C:9]2[C:4](=[CH:5][CH:6]=[C:7]([Cl:14])[CH:8]=2)[N:3]=1. (3) The product is: [CH:28]1([CH2:33][CH:34]([C:38]2[CH:43]=[CH:42][C:41]([S:44][CH3:45])=[C:40]([C:46]([F:47])([F:48])[F:49])[CH:39]=2)[C:35]([NH:50][C:51]2[CH:56]=[CH:55][C:54]([N+:57]([O-:59])=[O:58])=[CH:53][N:52]=2)=[O:36])[CH2:29][CH2:30][CH2:31][CH2:32]1. Given the reactants C1(P(C2C=CC=CC=2)C2C=CC=CC=2)C=CC=CC=1.BrN1C(=O)CCC1=O.[CH:28]1([CH2:33][CH:34]([C:38]2[CH:43]=[CH:42][C:41]([S:44][CH3:45])=[C:40]([C:46]([F:49])([F:48])[F:47])[CH:39]=2)[C:35](O)=[O:36])[CH2:32][CH2:31][CH2:30][CH2:29]1.[NH2:50][C:51]1[CH:56]=[CH:55][C:54]([N+:57]([O-:59])=[O:58])=[CH:53][N:52]=1.N1C=CC=CC=1, predict the reaction product.